Dataset: Full USPTO retrosynthesis dataset with 1.9M reactions from patents (1976-2016). Task: Predict the reactants needed to synthesize the given product. (1) Given the product [O:31]=[C:2]1[C:6]2([CH2:9][CH2:8][CH2:7]2)[N:5]([C:10]2[CH:15]=[CH:14][C:13]([CH3:16])=[CH:12][CH:11]=2)[C:4](=[S:17])[N:3]1[C:18]1[CH:25]=[CH:24][C:21]([C:22]#[N:23])=[C:20]([C:26]([F:29])([F:28])[F:27])[CH:19]=1, predict the reactants needed to synthesize it. The reactants are: N=[C:2]1[C:6]2([CH2:9][CH2:8][CH2:7]2)[N:5]([C:10]2[CH:15]=[CH:14][C:13]([CH3:16])=[CH:12][CH:11]=2)[C:4](=[S:17])[N:3]1[C:18]1[CH:25]=[CH:24][C:21]([C:22]#[N:23])=[C:20]([C:26]([F:29])([F:28])[F:27])[CH:19]=1.C[OH:31].O. (2) Given the product [C:42]([C:37]1[CH:38]=[CH:39][CH:40]=[CH:41][C:36]=1[C:14]1[NH:15][C:16]2[C:21]([C:13]=1[CH:7]1[CH2:8][CH2:9][CH2:10][CH2:11][CH2:12]1)=[CH:20][CH:19]=[C:18]([C:22]([O:24][CH3:25])=[O:23])[CH:17]=2)(=[O:44])[CH3:43], predict the reactants needed to synthesize it. The reactants are: C([O-])([O-])=O.[Na+].[Na+].[CH:7]1([C:13]2[C:21]3[C:16](=[CH:17][C:18]([C:22]([O:24][CH3:25])=[O:23])=[CH:19][CH:20]=3)[NH:15][C:14]=2B2OC(C)(C)C(C)(C)O2)[CH2:12][CH2:11][CH2:10][CH2:9][CH2:8]1.Br[C:36]1[CH:41]=[CH:40][CH:39]=[CH:38][C:37]=1[C:42](=[O:44])[CH3:43].[Li+].[Cl-]. (3) Given the product [CH3:1][N:2]([CH2:3][C:4]1[CH:9]=[CH:8][C:7]([C:10]2[CH:15]=[CH:14][CH:13]=[CH:12][C:11]=2[C:16]([F:17])([F:18])[F:19])=[CH:6][CH:5]=1)[CH2:31][CH:29]([OH:30])[CH2:28][O:27][C:26]1[CH:25]=[CH:24][C:23]([N+:20]([O-:22])=[O:21])=[CH:33][CH:32]=1, predict the reactants needed to synthesize it. The reactants are: [CH3:1][NH:2][CH2:3][C:4]1[CH:9]=[CH:8][C:7]([C:10]2[CH:15]=[CH:14][CH:13]=[CH:12][C:11]=2[C:16]([F:19])([F:18])[F:17])=[CH:6][CH:5]=1.[N+:20]([C:23]1[CH:33]=[CH:32][C:26]([O:27][CH2:28][CH:29]2[CH2:31][O:30]2)=[CH:25][CH:24]=1)([O-:22])=[O:21]. (4) Given the product [F:1][C:2]1[CH:7]=[CH:6][CH:5]=[CH:4][C:3]=1[CH:8]([C:13]1[C:21]2[C:16](=[CH:17][C:18]([CH3:29])=[C:19]([O:22][C:23]3[CH:24]=[N:25][CH:26]=[N:27][CH:28]=3)[CH:20]=2)[NH:15][CH:14]=1)[CH2:9][NH2:10], predict the reactants needed to synthesize it. The reactants are: [F:1][C:2]1[CH:7]=[CH:6][CH:5]=[CH:4][C:3]=1[CH:8]([C:13]1[C:21]2[C:16](=[CH:17][C:18]([CH3:29])=[C:19]([O:22][C:23]3[CH:24]=[N:25][CH:26]=[N:27][CH:28]=3)[CH:20]=2)[NH:15][CH:14]=1)[CH2:9][N+:10]([O-])=O. (5) Given the product [F:23][C:8]([F:7])([F:22])[C:9]([F:20])([F:21])[C:10]([F:18])([F:19])[C:11]([F:17])([F:16])[S:12]([O-:14])=[O:13].[Na+:5], predict the reactants needed to synthesize it. The reactants are: S([O-])([O-])=O.[Na+:5].[Na+].[F:7][C:8]([F:23])([F:22])[C:9]([F:21])([F:20])[C:10]([F:19])([F:18])[C:11]([F:17])([F:16])[S:12](F)(=[O:14])=[O:13].C(=O)([O-])[O-].[Na+].[Na+]. (6) Given the product [O:4]1[C:12]2[CH:11]=[CH:10][N:9]=[C:8]([N:13]3[CH2:18][CH2:17][N:16]([CH2:19][CH2:20][C@H:21]4[CH2:26][CH2:25][C@H:24]([NH:27][C:31](=[O:32])[CH2:30][CH:29]([CH3:34])[CH3:28])[CH2:23][CH2:22]4)[CH2:15][CH2:14]3)[C:7]=2[CH2:6][CH2:5]1, predict the reactants needed to synthesize it. The reactants are: Cl.Cl.Cl.[O:4]1[C:12]2[CH:11]=[CH:10][N:9]=[C:8]([N:13]3[CH2:18][CH2:17][N:16]([CH2:19][CH2:20][C@H:21]4[CH2:26][CH2:25][C@H:24]([NH2:27])[CH2:23][CH2:22]4)[CH2:15][CH2:14]3)[C:7]=2[CH2:6][CH2:5]1.[CH3:28][CH:29]([CH3:34])[CH2:30][C:31](O)=[O:32].